Dataset: Peptide-MHC class II binding affinity with 134,281 pairs from IEDB. Task: Regression. Given a peptide amino acid sequence and an MHC pseudo amino acid sequence, predict their binding affinity value. This is MHC class II binding data. (1) The peptide sequence is WLDAKSTWYGKPTAA. The MHC is HLA-DPA10103-DPB10401 with pseudo-sequence HLA-DPA10103-DPB10401. The binding affinity (normalized) is 0.154. (2) The peptide sequence is GAYETYKFIPSLEAA. The MHC is HLA-DPA10103-DPB10401 with pseudo-sequence HLA-DPA10103-DPB10401. The binding affinity (normalized) is 0.600. (3) The peptide sequence is SLRKLSSVCLALTNS. The MHC is DRB1_0901 with pseudo-sequence DRB1_0901. The binding affinity (normalized) is 0.624. (4) The MHC is HLA-DPA10301-DPB10402 with pseudo-sequence HLA-DPA10301-DPB10402. The binding affinity (normalized) is 0.672. The peptide sequence is SKLTYENVKMEDVGY. (5) The MHC is DRB1_0101 with pseudo-sequence DRB1_0101. The peptide sequence is VRLWDVSDPSKLNNQ. The binding affinity (normalized) is 0.429. (6) The peptide sequence is MAVGIVSILLSSLLK. The MHC is DRB1_0701 with pseudo-sequence DRB1_0701. The binding affinity (normalized) is 0.620. (7) The MHC is DRB3_0202 with pseudo-sequence DRB3_0202. The peptide sequence is VDIINRWQVVAPQLP. The binding affinity (normalized) is 0.291.